From a dataset of NCI-60 drug combinations with 297,098 pairs across 59 cell lines. Regression. Given two drug SMILES strings and cell line genomic features, predict the synergy score measuring deviation from expected non-interaction effect. (1) Drug 1: COC1=C2C(=CC3=C1OC=C3)C=CC(=O)O2. Drug 2: CC1C(C(CC(O1)OC2CC(CC3=C2C(=C4C(=C3O)C(=O)C5=CC=CC=C5C4=O)O)(C(=O)C)O)N)O. Cell line: MALME-3M. Synergy scores: CSS=44.7, Synergy_ZIP=-1.08, Synergy_Bliss=-0.438, Synergy_Loewe=-33.2, Synergy_HSA=-1.00. (2) Synergy scores: CSS=37.1, Synergy_ZIP=-5.64, Synergy_Bliss=-8.74, Synergy_Loewe=-19.2, Synergy_HSA=-9.11. Cell line: RPMI-8226. Drug 2: CC1C(C(CC(O1)OC2CC(CC3=C2C(=C4C(=C3O)C(=O)C5=C(C4=O)C(=CC=C5)OC)O)(C(=O)CO)O)N)O.Cl. Drug 1: C1=CC(=CC=C1CC(C(=O)O)N)N(CCCl)CCCl.Cl. (3) Drug 1: C1C(C(OC1N2C=NC3=C2NC=NCC3O)CO)O. Drug 2: N.N.Cl[Pt+2]Cl. Cell line: A498. Synergy scores: CSS=34.7, Synergy_ZIP=-7.19, Synergy_Bliss=1.52, Synergy_Loewe=-2.33, Synergy_HSA=1.93.